Dataset: NCI-60 drug combinations with 297,098 pairs across 59 cell lines. Task: Regression. Given two drug SMILES strings and cell line genomic features, predict the synergy score measuring deviation from expected non-interaction effect. (1) Drug 1: C1CC(=O)NC(=O)C1N2CC3=C(C2=O)C=CC=C3N. Drug 2: CC12CCC3C(C1CCC2O)C(CC4=C3C=CC(=C4)O)CCCCCCCCCS(=O)CCCC(C(F)(F)F)(F)F. Cell line: M14. Synergy scores: CSS=-0.931, Synergy_ZIP=0.0423, Synergy_Bliss=1.01, Synergy_Loewe=-0.213, Synergy_HSA=-0.994. (2) Drug 1: COC1=C(C=C2C(=C1)N=CN=C2NC3=CC(=C(C=C3)F)Cl)OCCCN4CCOCC4. Drug 2: COC1=NC(=NC2=C1N=CN2C3C(C(C(O3)CO)O)O)N. Cell line: T-47D. Synergy scores: CSS=14.9, Synergy_ZIP=0.701, Synergy_Bliss=4.49, Synergy_Loewe=-22.2, Synergy_HSA=2.44. (3) Drug 2: C1=NC2=C(N=C(N=C2N1C3C(C(C(O3)CO)O)O)F)N. Cell line: SK-MEL-28. Synergy scores: CSS=5.71, Synergy_ZIP=-8.55, Synergy_Bliss=-3.95, Synergy_Loewe=-13.3, Synergy_HSA=-2.75. Drug 1: COC1=CC(=CC(=C1O)OC)C2C3C(COC3=O)C(C4=CC5=C(C=C24)OCO5)OC6C(C(C7C(O6)COC(O7)C8=CC=CS8)O)O. (4) Drug 2: CC1=C2C(C(=O)C3(C(CC4C(C3C(C(C2(C)C)(CC1OC(=O)C(C(C5=CC=CC=C5)NC(=O)OC(C)(C)C)O)O)OC(=O)C6=CC=CC=C6)(CO4)OC(=O)C)OC)C)OC. Synergy scores: CSS=51.5, Synergy_ZIP=9.21, Synergy_Bliss=9.06, Synergy_Loewe=-0.632, Synergy_HSA=11.0. Drug 1: CC12CCC(CC1=CCC3C2CCC4(C3CC=C4C5=CN=CC=C5)C)O. Cell line: MCF7. (5) Drug 2: CC1C(C(CC(O1)OC2CC(CC3=C2C(=C4C(=C3O)C(=O)C5=C(C4=O)C(=CC=C5)OC)O)(C(=O)C)O)N)O.Cl. Cell line: SF-268. Synergy scores: CSS=34.3, Synergy_ZIP=-2.55, Synergy_Bliss=10.4, Synergy_Loewe=3.66, Synergy_HSA=9.86. Drug 1: CC(CN1CC(=O)NC(=O)C1)N2CC(=O)NC(=O)C2.